Dataset: Serine/threonine kinase 33 screen with 319,792 compounds. Task: Binary Classification. Given a drug SMILES string, predict its activity (active/inactive) in a high-throughput screening assay against a specified biological target. (1) The molecule is O=C(NC1CCCCC1)NCc1ccccc1. The result is 0 (inactive). (2) The result is 0 (inactive). The compound is O(C1=NN(C(=O)/C1=C\NCC(OC)=O)c1ccccc1)CC. (3) The compound is Clc1c(O)c(CN(CC)CC)c2oc(=O)cc(c2c1)CCC. The result is 0 (inactive). (4) The drug is OC=1c2c(C(=O)C(=O)C1)cccc2O. The result is 0 (inactive). (5) The drug is S(=O)(=O)(Nc1cccnc1)c1cn(nc1)CC. The result is 0 (inactive). (6) The compound is Clc1cc2/C(=c3\n([nH]nn3)c3ccccc3)C=Nc2cc1. The result is 0 (inactive). (7) The drug is OC(=O)c1n(CCN(C)C)c2c(c1)cccc2. The result is 0 (inactive).